From a dataset of Full USPTO retrosynthesis dataset with 1.9M reactions from patents (1976-2016). Predict the reactants needed to synthesize the given product. (1) The reactants are: [CH3:1][O:2][C:3](=[O:27])[CH2:4][O:5][C:6]1[CH:15]=[CH:14][C:13]([F:16])=[C:12]2[C:7]=1[C:8](=[O:26])[C:9]([CH2:18][C:19]1[CH:24]=[CH:23][C:22]([Cl:25])=[CH:21][CH:20]=1)=[C:10]([CH3:17])[NH:11]2.CN(C)C=O.C(=O)([O-])[O-].[K+].[K+].Cl[C:40](OC(=O)C)([F:42])[F:41]. Given the product [CH3:1][O:2][C:3](=[O:27])[CH2:4][O:5][C:6]1[CH:15]=[CH:14][C:13]([F:16])=[C:12]2[C:7]=1[C:8]([O:26][CH:40]([F:42])[F:41])=[C:9]([CH2:18][C:19]1[CH:20]=[CH:21][C:22]([Cl:25])=[CH:23][CH:24]=1)[C:10]([CH3:17])=[N:11]2, predict the reactants needed to synthesize it. (2) Given the product [OH:17]/[N:16]=[C:15](\[Cl:20])/[C:14]1[CH:18]=[CH:19][C:11]([Cl:10])=[CH:12][CH:13]=1, predict the reactants needed to synthesize it. The reactants are: FC1C=CC(C=O)=CC=1.[Cl:10][C:11]1[CH:19]=[CH:18][C:14](/[CH:15]=[N:16]\[OH:17])=[CH:13][CH:12]=1.[Cl:20]N1C(=O)CCC1=O.